From a dataset of Reaction yield outcomes from USPTO patents with 853,638 reactions. Predict the reaction yield, written as a fraction of the theoretical maximum amount of product (1.0 means a 100% yield; for example, 0.34 means a 34% yield). (1) The reactants are [CH2:1]([O:8][C:9]1[CH:14]=[CH:13][C:12]([OH:15])=[CH:11][CH:10]=1)[C:2]1[CH:7]=[CH:6][CH:5]=[CH:4][CH:3]=1.C([Mg]Cl)(C)C.[Cl:21][C:22]1[S:26][C:25]([CH2:27][N:28]2[C:36]3[C:31](=[CH:32][CH:33]=[CH:34][CH:35]=3)[C:30](=[O:37])[C:29]2=[O:38])=[CH:24][CH:23]=1. The catalyst is O1CCCC1. The product is [CH2:1]([O:8][C:9]1[CH:10]=[CH:11][C:12]([OH:15])=[C:13]([C:30]2([OH:37])[C:31]3[C:36](=[CH:35][CH:34]=[CH:33][CH:32]=3)[N:28]([CH2:27][C:25]3[S:26][C:22]([Cl:21])=[CH:23][CH:24]=3)[C:29]2=[O:38])[CH:14]=1)[C:2]1[CH:3]=[CH:4][CH:5]=[CH:6][CH:7]=1. The yield is 0.280. (2) The reactants are [F:1][C:2]([F:13])([F:12])[C:3]1[CH:8]=[CH:7][C:6](B(O)O)=[CH:5][CH:4]=1.Br[C:15]1[C:20]([CH3:21])=[CH:19][C:18]([N+:22]([O-:24])=[O:23])=[CH:17][N:16]=1.C(=O)([O-])[O-].[K+].[K+].C(OCC)(=O)C. The catalyst is O.O1CCOCC1.C1C=CC([P]([Pd]([P](C2C=CC=CC=2)(C2C=CC=CC=2)C2C=CC=CC=2)([P](C2C=CC=CC=2)(C2C=CC=CC=2)C2C=CC=CC=2)[P](C2C=CC=CC=2)(C2C=CC=CC=2)C2C=CC=CC=2)(C2C=CC=CC=2)C2C=CC=CC=2)=CC=1. The product is [CH3:21][C:20]1[C:15]([C:6]2[CH:7]=[CH:8][C:3]([C:2]([F:13])([F:12])[F:1])=[CH:4][CH:5]=2)=[N:16][CH:17]=[C:18]([N+:22]([O-:24])=[O:23])[CH:19]=1. The yield is 0.790.